From a dataset of Full USPTO retrosynthesis dataset with 1.9M reactions from patents (1976-2016). Predict the reactants needed to synthesize the given product. Given the product [Br:1][C:2]1[CH:7]=[CH:6][N:5]=[C:4]([CH2:8][O:9][Si:14]([C:10]([CH3:13])([CH3:12])[CH3:11])([CH3:16])[CH3:15])[CH:3]=1, predict the reactants needed to synthesize it. The reactants are: [Br:1][C:2]1[CH:7]=[CH:6][N:5]=[C:4]([CH2:8][OH:9])[CH:3]=1.[C:10]([Si:14](Cl)([CH3:16])[CH3:15])([CH3:13])([CH3:12])[CH3:11].